Dataset: Full USPTO retrosynthesis dataset with 1.9M reactions from patents (1976-2016). Task: Predict the reactants needed to synthesize the given product. (1) The reactants are: [Cl:1][C:2]1[CH:16]=[CH:15][C:5]2[N:6]([CH:11]3[CH2:14][O:13][CH2:12]3)[C:7]([CH2:9]Cl)=[N:8][C:4]=2[CH:3]=1.[CH3:17][S:18]([C:21]1[C:29]2[C:24](=[CH:25][N:26]=[CH:27][CH:28]=2)[NH:23][N:22]=1)(=[O:20])=[O:19]. Given the product [Cl:1][C:2]1[CH:16]=[CH:15][C:5]2[N:6]([CH:11]3[CH2:14][O:13][CH2:12]3)[C:7]([CH2:9][N:23]3[C:24]4=[CH:25][N:26]=[CH:27][CH:28]=[C:29]4[C:21]([S:18]([CH3:17])(=[O:19])=[O:20])=[N:22]3)=[N:8][C:4]=2[CH:3]=1, predict the reactants needed to synthesize it. (2) Given the product [CH3:1][C:2]1[CH:10]=[CH:9][CH:8]=[C:7]2[C:3]=1[C:4]([CH:15]([N:16]1[CH2:21][CH2:20][CH2:19][CH2:18][CH2:17]1)[C:14]1[CH:22]=[CH:23][CH:24]=[CH:25][C:13]=1[CH3:12])=[CH:5][NH:6]2, predict the reactants needed to synthesize it. The reactants are: [CH3:1][C:2]1[CH:10]=[CH:9][CH:8]=[C:7]2[C:3]=1[CH:4]=[CH:5][NH:6]2.[Cl-].[CH3:12][C:13]1[CH:25]=[CH:24][CH:23]=[CH:22][C:14]=1[CH:15]=[N+:16]1[CH2:21][CH2:20][CH2:19][CH2:18][CH2:17]1. (3) The reactants are: C([O:5][C:6]([NH:8][C@@H:9]([CH2:13][C:14]1[CH:19]=[CH:18][CH:17]=[CH:16][CH:15]=1)[C@@H:10]1[O:12][CH2:11]1)=[O:7])(C)(C)C.C(O)C.C(O)(=O)CC(CC(O)=O)(C(O)=O)O. Given the product [CH2:13]([C@H:9]1[C@H:10]([CH2:11][OH:12])[O:5][C:6](=[O:7])[NH:8]1)[C:14]1[CH:15]=[CH:16][CH:17]=[CH:18][CH:19]=1, predict the reactants needed to synthesize it. (4) Given the product [C:1]([C:3]1[CH:4]=[C:5]([N:9]2[C:13](=[O:14])[C:12](=[CH:22][C:21]3[CH:24]=[CH:25][C:26]([OH:27])=[C:19]([O:18][CH2:16][CH3:17])[CH:20]=3)[S:11][C:10]2=[S:15])[CH:6]=[CH:7][CH:8]=1)#[N:2], predict the reactants needed to synthesize it. The reactants are: [C:1]([C:3]1[CH:4]=[C:5]([N:9]2[C:13](=[O:14])[CH2:12][S:11][C:10]2=[S:15])[CH:6]=[CH:7][CH:8]=1)#[N:2].[CH2:16]([O:18][C:19]1[CH:20]=[C:21]([CH:24]=[CH:25][C:26]=1[OH:27])[CH:22]=O)[CH3:17].C([O-])(=O)C.[NH4+].O. (5) Given the product [NH2:26][C:22]1[CH:21]=[C:20]([CH:25]=[CH:24][CH:23]=1)[C:19]([NH:18][C:13]1[CH:14]=[CH:15][CH:16]=[CH:17][C:12]=1/[CH:11]=[CH:10]/[C:3]1[C:4]2[C:9](=[CH:8][CH:7]=[CH:6][CH:5]=2)[NH:1][N:2]=1)=[O:29], predict the reactants needed to synthesize it. The reactants are: [NH:1]1[C:9]2[C:4](=[CH:5][CH:6]=[CH:7][CH:8]=2)[C:3](/[CH:10]=[CH:11]/[C:12]2[CH:17]=[CH:16][CH:15]=[CH:14][C:13]=2[NH:18][C:19](=[O:29])[C:20]2[CH:25]=[CH:24][CH:23]=[C:22]([N+:26]([O-])=O)[CH:21]=2)=[N:2]1.[Cl-].[NH4+].C(O)C. (6) Given the product [Cl:14][CH2:15][CH2:16][CH2:17][N:8]1[C:7]2[CH:11]=[C:3]([O:1][CH3:2])[CH:4]=[CH:5][C:6]=2[N:10]=[N:9]1, predict the reactants needed to synthesize it. The reactants are: [O:1]([C:3]1[CH:4]=[CH:5][C:6]2[N:10]=[N:9][NH:8][C:7]=2[CH:11]=1)[CH3:2].[OH-].[Na+].[Cl:14][CH2:15][CH2:16][CH2:17]Br. (7) Given the product [CH3:1][C:2]1[CH:10]=[C:9]([CH3:11])[CH:8]=[CH:7][C:3]=1[C:4]1[S:5][C:13]([C:14](=[O:16])[CH3:15])=[C:17]([CH3:18])[N:6]=1, predict the reactants needed to synthesize it. The reactants are: [CH3:1][C:2]1[CH:10]=[C:9]([CH3:11])[CH:8]=[CH:7][C:3]=1[C:4]([NH2:6])=[S:5].Cl[CH:13]([C:17](=O)[CH3:18])[C:14](=[O:16])[CH3:15].